Dataset: Forward reaction prediction with 1.9M reactions from USPTO patents (1976-2016). Task: Predict the product of the given reaction. (1) Given the reactants [C:1]([O:5][C:6](=[O:20])[NH:7][C:8]1[CH:13]=[C:12]([CH3:14])[C:11]([C:15]([F:18])([F:17])[F:16])=[CH:10][C:9]=1[NH2:19])([CH3:4])([CH3:3])[CH3:2].C([O:25][C:26](=O)[CH2:27][C:28]([C:30]1[CH:35]=[CH:34][CH:33]=[C:32]([C:36]2[C:37]([CH2:42][CH3:43])=[N:38][CH:39]=[CH:40][CH:41]=2)[CH:31]=1)=[O:29])(C)(C)C, predict the reaction product. The product is: [C:1]([O:5][C:6](=[O:20])[NH:7][C:8]1[CH:13]=[C:12]([CH3:14])[C:11]([C:15]([F:18])([F:17])[F:16])=[CH:10][C:9]=1[NH:19][C:26](=[O:25])[CH2:27][C:28]([C:30]1[CH:35]=[CH:34][CH:33]=[C:32]([C:36]2[C:37]([CH2:42][CH3:43])=[N:38][CH:39]=[CH:40][CH:41]=2)[CH:31]=1)=[O:29])([CH3:4])([CH3:2])[CH3:3]. (2) Given the reactants [N+:1]([C:4]1[CH:9]=[CH:8][C:7]([C:10]2[S:11][C:12]3[CH:18]=[C:17]([O:19][CH3:20])[CH:16]=[CH:15][C:13]=3[N:14]=2)=[C:6]([C:21]([F:24])([F:23])[F:22])[CH:5]=1)([O-])=O.O.O.[Sn](Cl)Cl.C(Cl)Cl.CCOC(C)=O, predict the reaction product. The product is: [NH2:1][C:4]1[CH:9]=[CH:8][C:7]([C:10]2[S:11][C:12]3[CH:18]=[C:17]([O:19][CH3:20])[CH:16]=[CH:15][C:13]=3[N:14]=2)=[C:6]([C:21]([F:23])([F:24])[F:22])[CH:5]=1. (3) The product is: [CH3:1][O:2][C:3]1[CH:31]=[N:30][C:6]2[N:7]=[CH:8][C:9](=[O:29])[N:10]([C:11]3[CH:12]=[N:13][C:14]4[CH2:15][CH:16]([NH:21][C:22](=[O:28])[O:23][C:24]([CH3:27])([CH3:25])[CH3:26])[CH2:17][CH2:18][C:19]=4[CH:20]=3)[C:5]=2[CH:4]=1. Given the reactants [CH3:1][O:2][C:3]1[CH:31]=[N:30][C:6]2[NH:7][CH2:8][C:9](=[O:29])[N:10]([C:11]3[CH:12]=[N:13][C:14]4[CH2:15][CH:16]([NH:21][C:22](=[O:28])[O:23][C:24]([CH3:27])([CH3:26])[CH3:25])[CH2:17][CH2:18][C:19]=4[CH:20]=3)[C:5]=2[CH:4]=1, predict the reaction product. (4) Given the reactants [Cl:1][C:2]1[N+:7]([O-])=[CH:6][C:5]([CH2:9][N:10]2[CH2:15][CH2:14][O:13][CH2:12][CH2:11]2)=[CH:4][CH:3]=1.[CH3:16][NH:17][C:18]([C:20]1[CH:21]=[C:22]2[C:26](=[CH:27][CH:28]=1)[NH:25][C:24](=[O:29])[CH2:23]2)=[O:19], predict the reaction product. The product is: [ClH:1].[OH:29][C:24]1[NH:25][C:26]2[C:22]([C:23]=1[C:2]1[CH:3]=[CH:4][C:5]([CH2:9][N:10]3[CH2:15][CH2:14][O:13][CH2:12][CH2:11]3)=[CH:6][N:7]=1)=[CH:21][C:20]([C:18]([NH:17][CH3:16])=[O:19])=[CH:28][CH:27]=2. (5) The product is: [N+:15]([C:3]1[CH:4]=[C:5]([CH:13]=[CH:14][C:2]=1[N:28]1[CH2:29][CH2:30][N:25]([CH3:24])[CH2:26][CH2:27]1)[C:6]([O:8][C:9]([CH3:12])([CH3:11])[CH3:10])=[O:7])([O-:17])=[O:16]. Given the reactants Cl[C:2]1[CH:14]=[CH:13][C:5]([C:6]([O:8][C:9]([CH3:12])([CH3:11])[CH3:10])=[O:7])=[CH:4][C:3]=1[N+:15]([O-:17])=[O:16].C([O-])([O-])=O.[K+].[K+].[CH3:24][N:25]1[CH2:30][CH2:29][NH:28][CH2:27][CH2:26]1, predict the reaction product. (6) Given the reactants [C:1]1([OH:7])[CH:6]=[CH:5][CH:4]=[CH:3][CH:2]=1.[H-].[Na+].[Cl:10][C:11]1[CH:39]=[CH:38][CH:37]=[CH:36][C:12]=1[CH2:13][NH:14][C:15]([C:17]1[C:24](=[O:25])[N:20]2[CH2:21][CH2:22][CH2:23][N:19]2[C:18]=1[C:26]1[CH:31]=[CH:30][N:29]=[C:28](S(C)(=O)=O)[N:27]=1)=[O:16], predict the reaction product. The product is: [Cl:10][C:11]1[CH:39]=[CH:38][CH:37]=[CH:36][C:12]=1[CH2:13][NH:14][C:15]([C:17]1[C:24](=[O:25])[N:20]2[CH2:21][CH2:22][CH2:23][N:19]2[C:18]=1[C:26]1[CH:31]=[CH:30][N:29]=[C:28]([O:7][C:1]2[CH:6]=[CH:5][CH:4]=[CH:3][CH:2]=2)[N:27]=1)=[O:16]. (7) Given the reactants [N+:1]([C:4]1[CH:5]=[C:6]([C:10]2[O:11][CH:12]=[CH:13][C:14]=2[C:15]([OH:17])=[O:16])[CH:7]=[CH:8][CH:9]=1)([O-:3])=[O:2].[CH3:18]O, predict the reaction product. The product is: [CH3:18][O:16][C:15]([C:14]1[CH:13]=[CH:12][O:11][C:10]=1[C:6]1[CH:7]=[CH:8][CH:9]=[C:4]([N+:1]([O-:3])=[O:2])[CH:5]=1)=[O:17]. (8) Given the reactants C([BH3-])#N.[Na+].[CH:5]([C:7]1[CH:8]=[CH:9][C:10]2[O:14][C:13]([C:15]3[C:16]([CH3:34])=[N:17][CH:18]=[C:19]([C:22]=3[NH:23][C:24]3[C:25]([CH3:33])=[C:26]4[C:30](=[CH:31][CH:32]=3)[NH:29][CH:28]=[CH:27]4)[C:20]#[N:21])=[CH:12][C:11]=2[CH:35]=1)=O.[CH3:36][N:37]1[CH2:42][CH2:41][NH:40][CH2:39][CH2:38]1.C(O)(=O)C, predict the reaction product. The product is: [CH3:34][C:16]1[C:15]([C:13]2[O:14][C:10]3[CH:9]=[CH:8][C:7]([CH2:5][N:40]4[CH2:41][CH2:42][N:37]([CH3:36])[CH2:38][CH2:39]4)=[CH:35][C:11]=3[CH:12]=2)=[C:22]([NH:23][C:24]2[C:25]([CH3:33])=[C:26]3[C:30](=[CH:31][CH:32]=2)[NH:29][CH:28]=[CH:27]3)[C:19]([C:20]#[N:21])=[CH:18][N:17]=1. (9) Given the reactants Cl[C:2]1[C:11]2[C:6](=[CH:7][CH:8]=[CH:9][CH:10]=2)[CH:5]=[C:4]([NH:12][C:13]2[CH:17]=[CH:16][NH:15][N:14]=2)[N:3]=1.[F:18][C:19]1[CH:24]=[CH:23][C:22](B(O)O)=[CH:21][CH:20]=1, predict the reaction product. The product is: [F:18][C:19]1[CH:24]=[CH:23][C:22]([C:2]2[C:11]3[C:6](=[CH:7][CH:8]=[CH:9][CH:10]=3)[CH:5]=[C:4]([NH:12][C:13]3[CH:17]=[CH:16][NH:15][N:14]=3)[N:3]=2)=[CH:21][CH:20]=1. (10) Given the reactants [Cl:1][C:2]1[N:3]=[C:4]([N:12]2[CH2:17][CH2:16][O:15][CH2:14][CH2:13]2)[C:5]2[S:10][C:9](I)=[N:8][C:6]=2[N:7]=1.O.[CH3:19][O:20][C:21]1[CH:26]=[CH:25][N:24]=[CH:23][C:22]=1B(O)O.C(=O)([O-])[O-].[Na+].[Na+].C(#N)C, predict the reaction product. The product is: [Cl:1][C:2]1[N:3]=[C:4]([N:12]2[CH2:17][CH2:16][O:15][CH2:14][CH2:13]2)[C:5]2[S:10][C:9]([C:22]3[CH:23]=[N:24][CH:25]=[CH:26][C:21]=3[O:20][CH3:19])=[N:8][C:6]=2[N:7]=1.